Dataset: Reaction yield outcomes from USPTO patents with 853,638 reactions. Task: Predict the reaction yield, written as a fraction of the theoretical maximum amount of product (1.0 means a 100% yield; for example, 0.34 means a 34% yield). (1) The reactants are [F:1][C:2]1[CH:10]=[CH:9][C:8]([F:11])=[C:7]2[C:3]=1[CH2:4][N:5](S(C1C=CC(C)=CC=1)(=O)=O)[CH2:6]2.C1(O)C=CC=CC=1.Br. The catalyst is O.C(O)(=O)CC. The product is [F:1][C:2]1[CH:10]=[CH:9][C:8]([F:11])=[C:7]2[C:3]=1[CH2:4][NH:5][CH2:6]2. The yield is 0.500. (2) The reactants are [Cl:1][C:2]1[CH:16]=[CH:15][C:5]([CH2:6][N:7]2[CH:12]=[C:11](Br)[CH:10]=[CH:9][C:8]2=[O:14])=[CH:4][CH:3]=1.[CH3:17][O:18][C:19]1[CH:24]=[CH:23][C:22](B(O)O)=[CH:21][C:20]=1[NH:28][S:29]([CH3:32])(=[O:31])=[O:30]. No catalyst specified. The product is [Cl:1][C:2]1[CH:16]=[CH:15][C:5]([CH2:6][N:7]2[C:8](=[O:14])[CH:9]=[CH:10][C:11]([C:22]3[CH:23]=[CH:24][C:19]([O:18][CH3:17])=[C:20]([NH:28][S:29]([CH3:32])(=[O:30])=[O:31])[CH:21]=3)=[CH:12]2)=[CH:4][CH:3]=1. The yield is 0.410. (3) The catalyst is O1CCOCC1.O.C1C=CC([P]([Pd]([P](C2C=CC=CC=2)(C2C=CC=CC=2)C2C=CC=CC=2)([P](C2C=CC=CC=2)(C2C=CC=CC=2)C2C=CC=CC=2)[P](C2C=CC=CC=2)(C2C=CC=CC=2)C2C=CC=CC=2)(C2C=CC=CC=2)C2C=CC=CC=2)=CC=1. The reactants are [NH2:1][C:2]1[N:7]=[CH:6][N:5]=[C:4]2[N:8]([CH2:12][C@H:13]3[CH2:17][CH2:16][CH2:15][N:14]3[C:18]([O:20][C:21]([CH3:24])([CH3:23])[CH3:22])=[O:19])[N:9]=[C:10](I)[C:3]=12.[F:25][C:26]1[CH:41]=[CH:40][CH:39]=[CH:38][C:27]=1[O:28][C:29]1[CH:34]=[CH:33][C:32](B(O)O)=[CH:31][CH:30]=1.C(=O)([O-])[O-].[Na+].[Na+]. The yield is 0.590. The product is [NH2:1][C:2]1[N:7]=[CH:6][N:5]=[C:4]2[N:8]([CH2:12][C@@H:13]3[CH2:17][CH2:16][CH2:15][N:14]3[C:18]([O:20][C:21]([CH3:24])([CH3:23])[CH3:22])=[O:19])[N:9]=[C:10]([C:32]3[CH:31]=[CH:30][C:29]([O:28][C:27]4[CH:38]=[CH:39][CH:40]=[CH:41][C:26]=4[F:25])=[CH:34][CH:33]=3)[C:3]=12. (4) The reactants are [H-].[Na+].[C:3]([N:10]1[CH2:15][CH2:14][CH:13]([OH:16])[CH2:12][CH2:11]1)([O:5][C:6]([CH3:9])([CH3:8])[CH3:7])=[O:4].F[C:18]1[CH:19]=[C:20]([N+:24]([O-:26])=[O:25])[CH:21]=[CH:22][CH:23]=1. The catalyst is CS(C)=O. The product is [C:6]([O:5][C:3]([N:10]1[CH2:15][CH2:14][CH:13]([O:16][C:18]2[CH:23]=[CH:22][CH:21]=[C:20]([N+:24]([O-:26])=[O:25])[CH:19]=2)[CH2:12][CH2:11]1)=[O:4])([CH3:9])([CH3:8])[CH3:7]. The yield is 0.310. (5) The reactants are [C:1]([C:4]1[C:9](=[O:10])[C:8]([O:11][CH3:12])=[CH:7][N:6]([C:13]2[CH:18]=[CH:17][CH:16]=[C:15]([C:19]3[CH:20]=[N:21][N:22]([CH3:24])[CH:23]=3)[C:14]=2[F:25])[N:5]=1)(=O)[CH3:2].[CH3:26]C(O)=O.[C:30]1([NH:36][NH2:37])[CH:35]=[CH:34][CH:33]=[CH:32][CH:31]=1. The catalyst is COC(OC)N(C)C.Cl. The product is [F:25][C:14]1[C:15]([C:19]2[CH:20]=[N:21][N:22]([CH3:24])[CH:23]=2)=[CH:16][CH:17]=[CH:18][C:13]=1[N:6]1[CH:7]=[C:8]([O:11][CH3:12])[C:9](=[O:10])[C:4]([C:1]2[N:36]([C:30]3[CH:35]=[CH:34][CH:33]=[CH:32][CH:31]=3)[N:37]=[CH:26][CH:2]=2)=[N:5]1. The yield is 0.620. (6) The reactants are Br[C:2]1[CH:3]=[C:4]([S:8]([NH:11][C:12]2[CH:21]=[CH:20][C:15]([C:16]([O:18][CH3:19])=[O:17])=[C:14]([OH:22])[CH:13]=2)(=[O:10])=[O:9])[CH:5]=[CH:6][CH:7]=1.[N+:23]([C:26]1[CH:31]=[CH:30][CH:29]=[CH:28][C:27]=1B(O)O)([O-:25])=[O:24]. No catalyst specified. The product is [OH:22][C:14]1[CH:13]=[C:12]([NH:11][S:8]([C:4]2[CH:3]=[C:2]([C:27]3[CH:28]=[CH:29][CH:30]=[CH:31][C:26]=3[N+:23]([O-:25])=[O:24])[CH:7]=[CH:6][CH:5]=2)(=[O:10])=[O:9])[CH:21]=[CH:20][C:15]=1[C:16]([O:18][CH3:19])=[O:17]. The yield is 0.640. (7) No catalyst specified. The product is [NH2:23][C:21]1[CH:20]=[CH:19][C:17]2[NH:18][C:13]([C:8]3[C:7](=[O:33])[C:6]([CH2:34][CH2:35][CH3:36])([CH2:37][CH2:38][CH3:39])[C:5]4[C:10]([C:9]=3[OH:12])=[CH:11][C:2]([F:1])=[CH:3][CH:4]=4)=[N:14][S:15](=[O:31])(=[O:32])[C:16]=2[CH:22]=1. The reactants are [F:1][C:2]1[CH:11]=[C:10]2[C:5]([C:6]([CH2:37][CH2:38][CH3:39])([CH2:34][CH2:35][CH3:36])[C:7](=[O:33])[C:8]([C:13]3[NH:18][C:17]4[CH:19]=[CH:20][C:21]([NH:23]C(=O)OC(C)(C)C)=[CH:22][C:16]=4[S:15](=[O:32])(=[O:31])[N:14]=3)=[C:9]2[OH:12])=[CH:4][CH:3]=1.FC(F)(F)C(O)=O. The yield is 1.00.